The task is: Predict the reactants needed to synthesize the given product.. This data is from Full USPTO retrosynthesis dataset with 1.9M reactions from patents (1976-2016). Given the product [OH:3][CH:1]([C:4]1[CH:5]=[C:6]([C:22]([NH:24][CH2:25][C:26]2[CH:27]=[CH:28][C:29]([S:32]([CH3:35])(=[O:33])=[O:34])=[CH:30][CH:31]=2)=[O:23])[C:7](=[O:21])[N:8]([C:11]2[CH:16]=[CH:15][CH:14]=[C:13]([C:17]([F:20])([F:18])[F:19])[CH:12]=2)[C:9]=1[CH3:10])[CH3:2], predict the reactants needed to synthesize it. The reactants are: [C:1]([C:4]1[CH:5]=[C:6]([C:22]([NH:24][CH2:25][C:26]2[CH:31]=[CH:30][C:29]([S:32]([CH3:35])(=[O:34])=[O:33])=[CH:28][CH:27]=2)=[O:23])[C:7](=[O:21])[N:8]([C:11]2[CH:16]=[CH:15][CH:14]=[C:13]([C:17]([F:20])([F:19])[F:18])[CH:12]=2)[C:9]=1[CH3:10])(=[O:3])[CH3:2].CC(CC)[O-].CC(CC)[O-].CC(CC)[O-].[Al+3].O.